From a dataset of Catalyst prediction with 721,799 reactions and 888 catalyst types from USPTO. Predict which catalyst facilitates the given reaction. (1) Reactant: [C:1]([C:5]1[CH:10]=[CH:9][C:8]([C:11]2[S:15][CH:14]=[C:13]([C:16](=[N:18][NH:19][C:20]([NH:22][C:23]3[CH:32]=[CH:31][C:26]([C:27]([O:29]C)=[O:28])=[C:25]([Cl:33])[CH:24]=3)=[S:21])[CH3:17])[C:12]=2[OH:34])=[CH:7][CH:6]=1)([CH3:4])([CH3:3])[CH3:2].[OH-].[Na+].Cl. Product: [C:1]([C:5]1[CH:10]=[CH:9][C:8]([C:11]2[S:15][CH:14]=[C:13]([C:16](=[N:18][NH:19][C:20]([NH:22][C:23]3[CH:32]=[CH:31][C:26]([C:27]([OH:29])=[O:28])=[C:25]([Cl:33])[CH:24]=3)=[S:21])[CH3:17])[C:12]=2[OH:34])=[CH:7][CH:6]=1)([CH3:2])([CH3:3])[CH3:4]. The catalyst class is: 32. (2) Reactant: [Cl:1][C:2]1[CH:7]=[CH:6][C:5]([C@:8]2([O:17][C@H:16]([CH2:18][OH:19])[C@@H:14]([OH:15])[C@H:12]([OH:13])[C@H:10]2[OH:11])[OH:9])=[CH:4][C:3]=1[CH2:20][C:21]1[CH:26]=[CH:25][C:24]([OH:27])=[CH:23][CH:22]=1.C(N(CC)CC)C.[F:35][C:36]([F:55])([F:54])[S:37](N([S:37]([C:36]([F:55])([F:54])[F:35])(=[O:39])=[O:38])C1C=CC=CC=1)(=[O:39])=[O:38].[Cl-].[Na+]. Product: [Cl:1][C:2]1[CH:7]=[CH:6][C:5]([C@:8]2([O:17][C@H:16]([CH2:18][OH:19])[C@@H:14]([OH:15])[C@H:12]([OH:13])[C@H:10]2[OH:11])[OH:9])=[CH:4][C:3]=1[CH2:20][C:21]1[CH:22]=[CH:23][C:24]([O:27][S:37]([C:36]([F:55])([F:54])[F:35])(=[O:39])=[O:38])=[CH:25][CH:26]=1. The catalyst class is: 119. (3) Reactant: [CH3:1][O-].[Na+].C=O.[NH2:6][C:7]1[CH:8]=[C:9]([CH:17]=[CH:18][CH:19]=1)[CH2:10][N:11]1[CH2:16][CH2:15][CH2:14][CH2:13][CH2:12]1.[BH4-].[Na+].[OH-].[K+]. Product: [CH3:1][NH:6][C:7]1[CH:19]=[CH:18][CH:17]=[C:9]([CH2:10][N:11]2[CH2:12][CH2:13][CH2:14][CH2:15][CH2:16]2)[CH:8]=1. The catalyst class is: 5. (4) Reactant: [F:1][C:2]([F:14])([F:13])[O:3][C:4]1[CH:12]=[C:11]2[C:7]([CH:8]=[CH:9][NH:10]2)=[CH:6][CH:5]=1.ClS([N:19]=[C:20]=O)(=O)=O.C([O-])([O-])=O.[K+].[K+].[CH2:28](I)[CH3:29]. Product: [CH2:28]([N:10]1[C:11]2[C:7](=[CH:6][CH:5]=[C:4]([O:3][C:2]([F:1])([F:13])[F:14])[CH:12]=2)[C:8]([C:20]#[N:19])=[CH:9]1)[CH3:29]. The catalyst class is: 3. (5) Reactant: [Cl:1][C:2]1[CH:3]=[C:4]([NH2:12])[C:5]([CH3:11])=[C:6]2[C:10]=1[NH:9][CH:8]=[CH:7]2.Cl[C:14]1[C:19]([C:20]#[N:21])=[CH:18][N:17]=[C:16]([CH3:22])[C:15]=1[I:23]. Product: [Cl:1][C:2]1[CH:3]=[C:4]([NH:12][C:14]2[C:19]([C:20]#[N:21])=[CH:18][N:17]=[C:16]([CH3:22])[C:15]=2[I:23])[C:5]([CH3:11])=[C:6]2[C:10]=1[NH:9][CH:8]=[CH:7]2. The catalyst class is: 8. (6) Reactant: [CH:1]1([C:6]([N:8]2[CH2:14][CH2:13][C:12]3[CH:15]=[C:16]([O:19][CH2:20][CH2:21][CH2:22][N:23]4[CH2:28][CH2:27][CH2:26][CH2:25][CH2:24]4)[CH:17]=[CH:18][C:11]=3[CH2:10][CH2:9]2)=O)[CH2:5][CH2:4][CH2:3][CH2:2]1.[H-].[Al+3].[Li+].[H-].[H-].[H-]. Product: [CH:1]1([CH2:6][N:8]2[CH2:14][CH2:13][C:12]3[CH:15]=[C:16]([O:19][CH2:20][CH2:21][CH2:22][N:23]4[CH2:24][CH2:25][CH2:26][CH2:27][CH2:28]4)[CH:17]=[CH:18][C:11]=3[CH2:10][CH2:9]2)[CH2:2][CH2:3][CH2:4][CH2:5]1. The catalyst class is: 1. (7) Reactant: [CH3:1][N:2]1[C@@H:12]2[CH2:13][C:14]3[CH:19]=[CH:18][C:17]([OH:20])=[C:16]4[O:21][C@H:6]5[C:7]([CH2:9][CH2:10][C@:11]2([O:22][CH3:23])[C@:5]5([C:15]=34)[CH2:4][CH2:3]1)=[O:8].[CH3:24][I:25]. Product: [I-:25].[O:21]1[C@@H:6]2[C@@:5]34[CH2:4][CH2:3][N+:2]([CH3:24])([CH3:1])[C@@H:12]([C@:11]3([O:22][CH3:23])[CH2:10][CH2:9][C:7]2=[O:8])[CH2:13][C:14]2=[C:15]4[C:16]1=[C:17]([OH:20])[CH:18]=[CH:19]2. The catalyst class is: 10. (8) Reactant: [C:1]1(=O)[CH2:6][CH2:5][CH2:4][CH2:3][C:2]1=[O:7].[NH2:9][C@H:10]1[CH2:15][CH2:14][CH2:13][CH2:12][C@H:11]1[OH:16]. Product: [OH:16][C@H:11]1[CH2:12][CH2:13][CH2:14][CH2:15][C@H:10]1[NH:9][C:6]1[CH2:5][CH2:4][CH2:3][C:2](=[O:7])[CH:1]=1. The catalyst class is: 11. (9) Reactant: [F:1][C:2]([F:8])([F:7])[CH2:3][C:4](O)=[O:5].F[P-](F)(F)(F)(F)F.CN(C(=[N+](C)C)ON1C2=NC=CC=C2N=N1)C.C(N(C(C)C)CC)(C)C.[NH:42]1[CH2:47][CH2:46][CH2:45][C@@H:44]([NH:48][C:49]2[CH:54]=[CH:53][N:52]=[C:51]([C:55]3[CH:56]=[N:57][N:58]4[CH:63]=[CH:62][C:61]([C:64]#[N:65])=[CH:60][C:59]=34)[N:50]=2)[CH2:43]1. Product: [F:1][C:2]([F:8])([F:7])[CH2:3][C:4]([N:42]1[CH2:47][CH2:46][CH2:45][C@@H:44]([NH:48][C:49]2[CH:54]=[CH:53][N:52]=[C:51]([C:55]3[CH:56]=[N:57][N:58]4[CH:63]=[CH:62][C:61]([C:64]#[N:65])=[CH:60][C:59]=34)[N:50]=2)[CH2:43]1)=[O:5]. The catalyst class is: 3.